From a dataset of Full USPTO retrosynthesis dataset with 1.9M reactions from patents (1976-2016). Predict the reactants needed to synthesize the given product. (1) Given the product [C:8]([NH:15][C:16]1([CH2:21][C:22]([OH:24])=[O:23])[CH2:20][CH2:19][CH2:18][CH2:17]1)(=[O:10])[CH3:9], predict the reactants needed to synthesize it. The reactants are: C(N(CC)CC)C.[C:8](OC(=O)C)(=[O:10])[CH3:9].[NH2:15][C:16]1([CH2:21][C:22]([OH:24])=[O:23])[CH2:20][CH2:19][CH2:18][CH2:17]1.CCOC(C)=O. (2) The reactants are: [Cl:1][C:2]1[N:3]=[CH:4][C:5]2[S:10][CH:9]=[C:8]([C:11]([OH:13])=O)[C:6]=2[N:7]=1.[CH:14](N(CC)C(C)C)(C)C.CN(C)[CH:25]=[O:26].C1CN(C(ON2N=[N:47][C:46]3[C:41]2=[CH:42][CH:43]=[CH:44][CH:45]=3)=[N+]2CCCC2)CC1.F[P-](F)(F)(F)(F)F.[OH2:56]. Given the product [CH3:14][O:56][C:41]1[CH:42]=[C:43]([O:26][CH3:25])[CH:44]=[CH:45][C:46]=1[NH:47][C:11]([C:8]1[C:6]2[N:7]=[C:2]([Cl:1])[N:3]=[CH:4][C:5]=2[S:10][CH:9]=1)=[O:13], predict the reactants needed to synthesize it. (3) Given the product [CH3:1][O:30][C:29]([C:13]1[CH:12]=[C:11]([Cl:10])[C:23]2[C:22]3[C:17](=[CH:18][CH:19]=[CH:20][CH:21]=3)[C:16]([OH:28])([C:24]([F:26])([F:27])[F:25])[C:15]=2[CH:14]=1)=[O:31], predict the reactants needed to synthesize it. The reactants are: [C:1]1([C@@H](N)C)C=CC=CC=1.[Cl:10][C:11]1[C:23]2[C:22]3[C:17](=[CH:18][CH:19]=[CH:20][CH:21]=3)[C:16]([OH:28])([C:24]([F:27])([F:26])[F:25])[C:15]=2[CH:14]=[C:13]([C:29]([OH:31])=[O:30])[CH:12]=1. (4) Given the product [C:1]([O:5][C:6](=[O:23])[NH:7][CH2:8][CH2:9][CH2:10][N:11]([C:13]1[CH:14]=[CH:15][C:16]2[N:17]([C:19]([C:30]3[S:31][C:27]([C:24](=[O:26])[CH3:25])=[CH:28][CH:29]=3)=[CH:20][N:21]=2)[N:18]=1)[CH3:12])([CH3:4])([CH3:3])[CH3:2], predict the reactants needed to synthesize it. The reactants are: [C:1]([O:5][C:6](=[O:23])[NH:7][CH2:8][CH2:9][CH2:10][N:11]([C:13]1[CH:14]=[CH:15][C:16]2[N:17]([C:19](Br)=[CH:20][N:21]=2)[N:18]=1)[CH3:12])([CH3:4])([CH3:3])[CH3:2].[C:24]([C:27]1[S:31][C:30](B(O)O)=[CH:29][CH:28]=1)(=[O:26])[CH3:25].O.[O-]P([O-])([O-])=O.[K+].[K+].[K+].ClCCl. (5) Given the product [CH3:42][C:43]1[C:44]([N:50]2[CH2:51][CH2:52][N:53]([C:56]([C:58]3[CH:59]=[CH:60][C:61]([N:64]4[CH:68]([CH2:69][CH3:70])[C:67](=[O:71])[NH:66][C:65]4=[O:81])=[N:62][CH:63]=3)=[O:57])[CH2:54][CH2:55]2)=[N:45][CH:46]=[C:47]([CH3:49])[CH:48]=1, predict the reactants needed to synthesize it. The reactants are: BrC1N=CC(C(N2CCN(C3C(C)=CC(C)=CN=3)CC2)=O)=CC=1.C(C1NC(=O)N(CC2C=CC(OC)=CC=2)C1=O)C.[CH3:42][C:43]1[C:44]([N:50]2[CH2:55][CH2:54][N:53]([C:56]([C:58]3[CH:59]=[CH:60][C:61]([N:64]4[CH:68]([CH2:69][CH3:70])[C:67](=[O:71])[N:66](CC5C=CC(OC)=CC=5)[C:65]4=[O:81])=[N:62][CH:63]=3)=[O:57])[CH2:52][CH2:51]2)=[N:45][CH:46]=[C:47]([CH3:49])[CH:48]=1. (6) Given the product [NH2:1][C:4]1[CH:16]=[C:15]([CH2:17][CH2:18][CH2:19][C:20]2[CH:21]=[CH:22][CH:23]=[CH:24][CH:25]=2)[CH:14]=[CH:13][C:5]=1[C:6]([O:8][C:9]([CH3:11])([CH3:12])[CH3:10])=[O:7], predict the reactants needed to synthesize it. The reactants are: [N+:1]([C:4]1[CH:16]=[C:15]([CH:17]=[CH:18][CH2:19][C:20]2[CH:25]=[CH:24][CH:23]=[CH:22][CH:21]=2)[CH:14]=[CH:13][C:5]=1[C:6]([O:8][C:9]([CH3:12])([CH3:11])[CH3:10])=[O:7])([O-])=O. (7) Given the product [CH2:10]([O:14][C:15](=[O:28])[C@H:16]([CH3:27])[NH:17][C:18](=[O:26])[CH2:19][CH:20]1[CH2:25][CH2:24][CH2:23][CH2:22]1)[CH:11]([CH3:12])[CH3:13], predict the reactants needed to synthesize it. The reactants are: C1(CC(O)=O)CCCC1.[CH2:10]([O:14][C:15](=[O:28])[CH:16]([CH3:27])[NH:17][C:18](=[O:26])[CH2:19][C:20]1[CH:25]=[CH:24][CH:23]=[CH:22]C=1)[CH:11]([CH3:13])[CH3:12]. (8) Given the product [OH:35][CH:34]([CH:1]1[S:7][C:5](=[O:6])[NH:4][C:2]1=[O:3])[CH2:33][C@H:29]1[CH2:30][CH2:31][CH2:32][C@@H:27]([O:26][CH2:25][C:23]2[N:24]=[C:20]([C:16]3[CH:15]=[C:14]([CH3:13])[CH:19]=[CH:18][CH:17]=3)[O:21][C:22]=2[CH3:36])[CH2:28]1, predict the reactants needed to synthesize it. The reactants are: [CH2:1]1[S:7][C:5](=[O:6])[NH:4][C:2]1=[O:3].C([Li])CCC.[CH3:13][C:14]1[CH:15]=[C:16]([C:20]2[O:21][C:22]([CH3:36])=[C:23]([CH2:25][O:26][C@@H:27]3[CH2:32][CH2:31][CH2:30][C@H:29]([CH2:33][CH:34]=[O:35])[CH2:28]3)[N:24]=2)[CH:17]=[CH:18][CH:19]=1.Cl. (9) Given the product [CH2:1]([C:3]1[CH:11]=[C:10]([C:12]([F:13])([F:14])[F:15])[C:9]([C:8]([O:7][CH2:25][CH3:26])=[O:16])=[C:5]([CH:6]=[O:17])[CH:4]=1)[CH3:2], predict the reactants needed to synthesize it. The reactants are: [CH2:1]([C:3]1[CH:4]=[C:5]2[C:9](=[C:10]([C:12]([F:15])([F:14])[F:13])[CH:11]=1)[C:8](=[O:16])[O:7][CH:6]2[OH:17])[CH3:2].C(=O)([O-])[O-].[K+].[K+].I[CH2:25][CH3:26].